From a dataset of Reaction yield outcomes from USPTO patents with 853,638 reactions. Predict the reaction yield, written as a fraction of the theoretical maximum amount of product (1.0 means a 100% yield; for example, 0.34 means a 34% yield). The reactants are I[C:2]1[C:3]([NH2:14])=[CH:4][C:5]([CH:8]2[CH2:13][CH2:12][O:11][CH2:10][CH2:9]2)=[N:6][CH:7]=1.N1C2C(=CC=C3C=2N=CC=C3)C=CC=1.[C:29](=O)([O-])[O-:30].[Cs+].[Cs+]. The catalyst is CO.[Cu]I. The product is [CH3:29][O:30][C:2]1[C:3]([NH2:14])=[CH:4][C:5]([CH:8]2[CH2:13][CH2:12][O:11][CH2:10][CH2:9]2)=[N:6][CH:7]=1. The yield is 0.570.